From a dataset of Catalyst prediction with 721,799 reactions and 888 catalyst types from USPTO. Predict which catalyst facilitates the given reaction. (1) Product: [CH3:50][N:2]([CH3:1])[CH2:3][C:4]([N:6]1[C:15]2[C:10](=[CH:11][C:12]([O:48][CH3:49])=[C:13]([NH:16][C:17]3[NH:22][C:21]4=[N:23][CH:24]=[CH:25][C:20]4=[C:19]([NH:36][C:37]4[CH:46]=[CH:45][CH:44]=[C:43]([F:47])[C:38]=4[C:39]([NH:41][CH3:42])=[O:40])[N:18]=3)[CH:14]=2)[CH2:9][CH2:8][CH2:7]1)=[O:5]. Reactant: [CH3:1][N:2]([CH3:50])[CH2:3][C:4]([N:6]1[C:15]2[C:10](=[CH:11][C:12]([O:48][CH3:49])=[C:13]([NH:16][C:17]3[N:18]=[C:19]([NH:36][C:37]4[CH:46]=[CH:45][CH:44]=[C:43]([F:47])[C:38]=4[C:39]([NH:41][CH3:42])=[O:40])[C:20]4[CH:25]=[CH:24][N:23](S(C5C=CC(C)=CC=5)(=O)=O)[C:21]=4[N:22]=3)[CH:14]=2)[CH2:9][CH2:8][CH2:7]1)=[O:5].[OH-].[K+]. The catalyst class is: 155. (2) Reactant: [Cl:1][C:2]1[N:6]2[N:7]=[C:8](Cl)[CH:9]=[CH:10][C:5]2=[N:4][N:3]=1.[NH3:12]. Product: [Cl:1][C:2]1[N:6]2[N:7]=[C:8]([NH2:12])[CH:9]=[CH:10][C:5]2=[N:4][N:3]=1. The catalyst class is: 12. (3) Reactant: [OH:1][CH2:2][C@@H:3]([NH:14][C:15](=[O:21])[O:16][C:17]([CH3:20])([CH3:19])[CH3:18])[CH2:4][C:5]1[CH:10]=[CH:9][C:8]([N+:11]([O-:13])=[O:12])=[CH:7][CH:6]=1.CO[C:24](OC)([CH3:26])[CH3:25].O.C1(C)C=CC(S(O)(=O)=O)=CC=1. Product: [N+:11]([C:8]1[CH:7]=[CH:6][C:5]([CH2:4][C@H:3]2[CH2:2][O:1][C:24]([CH3:26])([CH3:25])[N:14]2[C:15]([O:16][C:17]([CH3:18])([CH3:20])[CH3:19])=[O:21])=[CH:10][CH:9]=1)([O-:13])=[O:12]. The catalyst class is: 4. (4) Reactant: [CH:1]1[CH:6]=[CH:5][C:4]([C:7]2[CH:12]=[CH:11][C:10]([N:13](C3C=CC(Br)=CC=3)[C:14]3[CH:19]=[CH:18][C:17]([C:20]4[CH:25]=[CH:24][CH:23]=[CH:22][CH:21]=4)=[CH:16][CH:15]=3)=[CH:9][CH:8]=2)=[CH:3][CH:2]=1.[CH3:33][CH2:34][CH2:35][CH2:36][CH2:37][CH3:38].C([Li])CCC.[B:44]([O:49]C)(OC)[O:45]C.Cl. Product: [C:17]1([C:20]2[CH:21]=[CH:22][CH:23]=[CH:24][CH:25]=2)[CH:16]=[CH:15][C:14]([N:13]([O:45][B:44]([C:35]2[CH:34]=[CH:33][CH:38]=[CH:37][CH:36]=2)[OH:49])[C:10]2[CH:11]=[CH:12][C:7]([C:4]3[CH:5]=[CH:6][CH:1]=[CH:2][CH:3]=3)=[CH:8][CH:9]=2)=[CH:19][CH:18]=1. The catalyst class is: 362. (5) Reactant: [H-].[Na+].C(OP([CH2:11][C:12]([O:14][CH2:15][CH3:16])=[O:13])(OCC)=O)C.[Br:17][C:18]1[CH:19]=[CH:20][C:21]([N:26]([CH3:34])[CH2:27][C:28]2[CH:29]=[N:30][N:31]([CH3:33])[CH:32]=2)=[C:22]([CH:25]=1)[CH:23]=O. Product: [Br:17][C:18]1[CH:19]=[CH:20][C:21]([N:26]([CH3:34])[CH2:27][C:28]2[CH:29]=[N:30][N:31]([CH3:33])[CH:32]=2)=[C:22](/[CH:23]=[CH:11]/[C:12]([O:14][CH2:15][CH3:16])=[O:13])[CH:25]=1. The catalyst class is: 11. (6) Reactant: [OH:1][CH2:2][CH2:3][C:4]#[C:5][C:6]1[CH:19]=[C:18]2[C:9]([C:10]3[CH:11]=[CH:12][C:13]([OH:20])=[CH:14][C:15]=3[CH2:16][CH2:17]2)=[CH:8][CH:7]=1. Product: [OH:1][CH2:2][CH2:3][CH2:4][CH2:5][C:6]1[CH:19]=[C:18]2[C:9]([C:10]3[CH:11]=[CH:12][C:13]([OH:20])=[CH:14][C:15]=3[CH2:16][CH2:17]2)=[CH:8][CH:7]=1. The catalyst class is: 1. (7) Reactant: Br[C:2]1[CH:7]=[CH:6][C:5]([O:8][CH3:9])=[C:4]([CH2:10][CH2:11][CH2:12][CH2:13][O:14][CH3:15])[CH:3]=1.C([Li])CCC.CN([CH:24]=[O:25])C.Cl. Product: [CH3:9][O:8][C:5]1[CH:6]=[CH:7][C:2]([CH:24]=[O:25])=[CH:3][C:4]=1[CH2:10][CH2:11][CH2:12][CH2:13][O:14][CH3:15]. The catalyst class is: 1. (8) Reactant: [C:1]([O:5][C:6]([N:8]1[CH2:13][CH2:12][C:11]([CH2:26][CH2:27]O)([C:14]2[NH:18][N:17]=[C:16]([CH2:19][C:20]3[CH:25]=[CH:24][CH:23]=[CH:22][CH:21]=3)[CH:15]=2)[CH2:10][CH2:9]1)=[O:7])([CH3:4])([CH3:3])[CH3:2].C1(P(C2C=CC=CC=2)C2C=CC=CC=2)C=CC=CC=1.CCOC(/N=N/C(OCC)=O)=O. Product: [C:1]([O:5][C:6]([N:8]1[CH2:9][CH2:10][C:11]2([C:14]3[N:18]([N:17]=[C:16]([CH2:19][C:20]4[CH:21]=[CH:22][CH:23]=[CH:24][CH:25]=4)[CH:15]=3)[CH2:27][CH2:26]2)[CH2:12][CH2:13]1)=[O:7])([CH3:4])([CH3:2])[CH3:3]. The catalyst class is: 1. (9) Reactant: [Si:1]([O:8][CH2:9][C:10]1[N:11]([CH3:25])[C:12]2[CH:13]=[CH:14][C:15]3[CH:23]([OH:24])[CH2:22][CH2:21][CH2:20][CH2:19][C:16]=3[C:17]=2[CH:18]=1)([C:4]([CH3:7])([CH3:6])[CH3:5])([CH3:3])[CH3:2].C([O-])(O)=O.[Na+].CC(OI1(OC(C)=O)(OC(C)=O)OC(=O)C2C=CC=CC1=2)=O. Product: [Si:1]([O:8][CH2:9][C:10]1[N:11]([CH3:25])[C:12]2[CH:13]=[CH:14][C:15]3[C:23](=[O:24])[CH2:22][CH2:21][CH2:20][CH2:19][C:16]=3[C:17]=2[CH:18]=1)([C:4]([CH3:7])([CH3:6])[CH3:5])([CH3:3])[CH3:2]. The catalyst class is: 2. (10) Reactant: [NH2:1][C:2]1[C:7]([CH2:8][CH3:9])=[CH:6][CH:5]=[CH:4][C:3]=1[C:10]([C:12]1[CH:17]=[CH:16][CH:15]=[CH:14][CH:13]=1)=O.[OH:18][C:19]1[CH:24]=[CH:23][C:22]([C:25](=O)[CH3:26])=[CH:21][CH:20]=1.C(O)(=O)CC(CC(O)=O)(C(O)=O)O. Product: [CH2:8]([C:7]1[CH:6]=[CH:5][CH:4]=[C:3]2[C:2]=1[N:1]=[C:25]([C:22]1[CH:23]=[CH:24][C:19]([OH:18])=[CH:20][CH:21]=1)[CH:26]=[C:10]2[C:12]1[CH:17]=[CH:16][CH:15]=[CH:14][CH:13]=1)[CH3:9]. The catalyst class is: 13.